This data is from Catalyst prediction with 721,799 reactions and 888 catalyst types from USPTO. The task is: Predict which catalyst facilitates the given reaction. Reactant: C1(P(C2C=CC=CC=2)(C2C=CC=CC=2)=[CH:8][C:9](=[O:11])[CH3:10])C=CC=CC=1.[NH2:24][C:25]1[N:26]=[C:27]([C:36]2[CH:41]=[CH:40][C:39]([Cl:42])=[CH:38][C:37]=2[Cl:43])[C:28]2[CH:33]=[C:32]([CH:34]=O)[S:31][C:29]=2[N:30]=1.CCCCCC. Product: [NH2:24][C:25]1[N:26]=[C:27]([C:36]2[CH:41]=[CH:40][C:39]([Cl:42])=[CH:38][C:37]=2[Cl:43])[C:28]2[CH:33]=[C:32]([CH:34]=[CH:8][C:9](=[O:11])[CH3:10])[S:31][C:29]=2[N:30]=1. The catalyst class is: 11.